This data is from Forward reaction prediction with 1.9M reactions from USPTO patents (1976-2016). The task is: Predict the product of the given reaction. (1) Given the reactants [Cl:1][C:2]1[CH:7]=[CH:6][C:5]([NH:8][C:9]2[NH:10][C:11]([C:14]3[CH:15]=[C:16]([OH:20])[CH:17]=[CH:18][CH:19]=3)=[N:12][N:13]=2)=[CH:4][C:3]=1[C:21]([F:24])([F:23])[F:22].C[Si]([N-][Si](C)(C)C)(C)C.[K+].Cl[C:36]1[CH:41]=[C:40]([NH2:42])[N:39]=[C:38]([NH2:43])[N:37]=1.[C:44]([O-:47])([O-])=[O:45].[K+].[K+], predict the reaction product. The product is: [F:22][C:21]([F:24])([F:23])[C:44]([OH:47])=[O:45].[Cl:1][C:2]1[CH:7]=[CH:6][C:5]([NH:8][C:9]2[NH:10][C:11]([C:14]3[CH:15]=[C:16]([CH:17]=[CH:18][CH:19]=3)[O:20][C:36]3[N:37]=[C:38]([NH2:43])[N:39]=[C:40]([NH2:42])[CH:41]=3)=[N:12][N:13]=2)=[CH:4][C:3]=1[C:21]([F:22])([F:23])[F:24]. (2) Given the reactants [OH-].[K+].C([O:5][C:6]([C:8]1[CH:30]=[C:11]2[C:12]([C:16](=[O:29])[NH:17][CH2:18][C:19]34[CH2:28][CH:23]5[CH2:24][CH:25]([CH2:27][CH:21]([CH2:22]5)[CH2:20]3)[CH2:26]4)=[CH:13][CH:14]=[CH:15][N:10]2[N:9]=1)=[O:7])C, predict the reaction product. The product is: [C:19]12([CH2:18][NH:17][C:16]([C:12]3[C:11]4[N:10]([N:9]=[C:8]([C:6]([OH:7])=[O:5])[CH:30]=4)[CH:15]=[CH:14][CH:13]=3)=[O:29])[CH2:28][CH:23]3[CH2:22][CH:21]([CH2:27][CH:25]([CH2:24]3)[CH2:26]1)[CH2:20]2.